This data is from Catalyst prediction with 721,799 reactions and 888 catalyst types from USPTO. The task is: Predict which catalyst facilitates the given reaction. Reactant: Br[CH2:2][C:3](=[O:5])[CH3:4].C(=O)([O-])[O-].[K+].[K+].[F:12][C:13]1[CH:18]=[C:17]([N+:19]([O-:21])=[O:20])[CH:16]=[CH:15][C:14]=1[N:22]1[CH2:27][CH2:26][NH:25][CH2:24][CH2:23]1. Product: [F:12][C:13]1[CH:18]=[C:17]([N+:19]([O-:21])=[O:20])[CH:16]=[CH:15][C:14]=1[N:22]1[CH2:27][CH2:26][N:25]([CH2:2][C:3](=[O:5])[CH3:4])[CH2:24][CH2:23]1. The catalyst class is: 21.